This data is from Reaction yield outcomes from USPTO patents with 853,638 reactions. The task is: Predict the reaction yield, written as a fraction of the theoretical maximum amount of product (1.0 means a 100% yield; for example, 0.34 means a 34% yield). (1) The reactants are Br[C:2]1[CH:13]=[CH:12][C:5]([CH2:6][N:7]([CH2:10][CH3:11])[CH2:8][CH3:9])=[CH:4][CH:3]=1.B1(B2OC(C)(C)C(C)(C)O2)OC(C)(C)C(C)(C)O1.Br[C:33]1[C:34]2[C:35]3[CH:48]=[CH:47][S:46][C:36]=3[C:37](=[O:45])[NH:38][C:39]=2[CH:40]=[CH:41][C:42]=1[O:43][CH3:44]. No catalyst specified. The product is [CH2:8]([N:7]([CH2:6][C:5]1[CH:12]=[CH:13][C:2]([C:33]2[C:34]3[C:35]4[CH:48]=[CH:47][S:46][C:36]=4[C:37](=[O:45])[NH:38][C:39]=3[CH:40]=[CH:41][C:42]=2[O:43][CH3:44])=[CH:3][CH:4]=1)[CH2:10][CH3:11])[CH3:9]. The yield is 0.250. (2) The reactants are [F:1][C:2]([F:23])([F:22])[C:3]1[C:4]2[N:5]([CH:19]=[CH:20][N:21]=2)[N:6]=[C:7]([C:9]2[CH:14]=[CH:13][C:12]([C:15]([F:18])([F:17])[F:16])=[CH:11][CH:10]=2)[CH:8]=1.[I:24]Cl. No catalyst specified. The product is [I:24][C:19]1[N:5]2[N:6]=[C:7]([C:9]3[CH:14]=[CH:13][C:12]([C:15]([F:16])([F:17])[F:18])=[CH:11][CH:10]=3)[CH:8]=[C:3]([C:2]([F:1])([F:22])[F:23])[C:4]2=[N:21][CH:20]=1. The yield is 0.980. (3) The reactants are [CH3:1][C:2]1[CH:7]=[C:6]([N+:8]([O-:10])=[O:9])[CH:5]=[C:4]([CH3:11])[C:3]=1[NH2:12].[CH:13]1([CH2:18][C:19](Cl)=[O:20])[CH2:17][CH2:16][CH2:15][CH2:14]1.O. The catalyst is C(#N)C. The product is [CH:13]1([CH2:18][C:19]([NH:12][C:3]2[C:2]([CH3:1])=[CH:7][C:6]([N+:8]([O-:10])=[O:9])=[CH:5][C:4]=2[CH3:11])=[O:20])[CH2:17][CH2:16][CH2:15][CH2:14]1. The yield is 0.890. (4) The reactants are [CH3:1][O:2][C:3]1[CH:10]=[CH:9][C:8]([F:11])=[CH:7][C:4]=1[CH:5]=[O:6].[CH:12]([Mg]Br)=[CH:13][CH2:14][CH3:15].[Cl-].[NH4+]. The catalyst is C1COCC1. The product is [CH3:1][O:2][C:3]1[CH:10]=[CH:9][C:8]([F:11])=[CH:7][C:4]=1[CH:5]([OH:6])[CH2:15][CH2:14][CH:13]=[CH2:12]. The yield is 0.930. (5) The reactants are [H-].[Na+].[Si:3]([O:10][CH:11]1[CH2:14][N:13]([CH2:15][C@H:16]([OH:27])[C:17]([NH:19][C:20]2[CH:25]=[N:24][C:23]([CH3:26])=[CH:22][N:21]=2)=[O:18])[CH2:12]1)([C:6]([CH3:9])([CH3:8])[CH3:7])([CH3:5])[CH3:4].Cl[C:29]1[N:34]=[CH:33][N:32]=[C:31]2[N:35]([C:38]3[C:43]([Cl:44])=[CH:42][CH:41]=[CH:40][C:39]=3[Cl:45])[N:36]=[CH:37][C:30]=12.C(O)(=O)CC(CC(O)=O)(C(O)=O)O. The catalyst is O1CCCC1.O.C(OCC)(=O)C. The product is [Si:3]([O:10][CH:11]1[CH2:12][N:13]([CH2:15][C@H:16]([O:27][C:29]2[N:34]=[CH:33][N:32]=[C:31]3[N:35]([C:38]4[C:43]([Cl:44])=[CH:42][CH:41]=[CH:40][C:39]=4[Cl:45])[N:36]=[CH:37][C:30]=23)[C:17]([NH:19][C:20]2[CH:25]=[N:24][C:23]([CH3:26])=[CH:22][N:21]=2)=[O:18])[CH2:14]1)([C:6]([CH3:9])([CH3:8])[CH3:7])([CH3:4])[CH3:5]. The yield is 0.575.